From a dataset of Full USPTO retrosynthesis dataset with 1.9M reactions from patents (1976-2016). Predict the reactants needed to synthesize the given product. (1) Given the product [C:43]1([C:39]2[CH:40]=[CH:41][CH:42]=[C:33]([C:27]3[CH:28]=[CH:29][CH:30]=[CH:31][CH:32]=3)[C:34]=2[O:35][P:36]2[O:18][C:11]3[CH:12]=[C:13]([CH3:17])[C:14]([CH3:16])=[CH:15][C:10]=3[C:5]3[CH:6]=[C:7]([CH3:9])[CH:8]=[C:3]([O:2][CH3:1])[C:4]=3[O:19]2)[CH:44]=[CH:45][CH:46]=[CH:47][CH:48]=1, predict the reactants needed to synthesize it. The reactants are: [CH3:1][O:2][C:3]1[CH:8]=[C:7]([CH3:9])[CH:6]=[C:5]([C:10]2[C:11]([OH:18])=[CH:12][C:13]([CH3:17])=[C:14]([CH3:16])[CH:15]=2)[C:4]=1[OH:19].C(N(CC)CC)C.[C:27]1([C:33]2[CH:42]=[CH:41][CH:40]=[C:39]([C:43]3[CH:48]=[CH:47][CH:46]=[CH:45][CH:44]=3)[C:34]=2[O:35][P:36](Cl)Cl)[CH:32]=[CH:31][CH:30]=[CH:29][CH:28]=1. (2) Given the product [CH2:3]=[CH:4][CH2:5][CH2:36][CH2:35][CH2:34][CH2:32][CH2:31][CH2:30][CH2:9][CH2:8][CH2:7][CH2:12][CH3:11].[CH2:6]=[CH:7][CH3:8], predict the reactants needed to synthesize it. The reactants are: [H][H].[CH2:3]=[CH:4][CH3:5].[CH3:6][C:7]1[C:12]2COC(=O)[C:11]=2C(O[C@@H]2O[C@H](C(O)=O)[C@@H](O)[C@H](O)[C@H]2O)=[C:9]([CH2:30]/[CH:31]=[C:32](/[CH2:34][CH2:35][C:36](O)=O)\C)[C:8]=1OC. (3) Given the product [CH3:15][C:16]1[CH:21]=[C:20]([C:2]2[N:7]=[N:6][C:5]([NH2:8])=[N:4][C:3]=2[C:9]2[CH:14]=[CH:13][CH:12]=[CH:11][CH:10]=2)[CH:19]=[C:18]([C:31]([F:33])([F:32])[F:34])[N:17]=1, predict the reactants needed to synthesize it. The reactants are: Br[C:2]1[N:7]=[N:6][C:5]([NH2:8])=[N:4][C:3]=1[C:9]1[CH:14]=[CH:13][CH:12]=[CH:11][CH:10]=1.[CH3:15][C:16]1[CH:21]=[C:20](B2OC(C)(C)C(C)(C)O2)[CH:19]=[C:18]([C:31]([F:34])([F:33])[F:32])[N:17]=1.C([O-])([O-])=O.[K+].[K+].